Regression. Given a peptide amino acid sequence and an MHC pseudo amino acid sequence, predict their binding affinity value. This is MHC class II binding data. From a dataset of Peptide-MHC class II binding affinity with 134,281 pairs from IEDB. (1) The peptide sequence is YAIGGSSNPTILSEG. The binding affinity (normalized) is 0.293. The MHC is DRB1_1101 with pseudo-sequence DRB1_1101. (2) The peptide sequence is KPPFSGMTGCGNTPI. The MHC is HLA-DPA10201-DPB10101 with pseudo-sequence HLA-DPA10201-DPB10101. The binding affinity (normalized) is 0. (3) The peptide sequence is EKKYFAATGFEPLAA. The MHC is HLA-DPA10301-DPB10402 with pseudo-sequence HLA-DPA10301-DPB10402. The binding affinity (normalized) is 0.964. (4) The MHC is H-2-IAk with pseudo-sequence H-2-IAk. The binding affinity (normalized) is 0. The peptide sequence is KPVSQMRMATPLLLRPM. (5) The peptide sequence is LIINWLQEALSSASL. The MHC is HLA-DPA10301-DPB10402 with pseudo-sequence HLA-DPA10301-DPB10402. The binding affinity (normalized) is 0.295. (6) The peptide sequence is LKDLWDYMLNSTGGI. The MHC is DRB1_0101 with pseudo-sequence DRB1_0101. The binding affinity (normalized) is 0.869.